This data is from Full USPTO retrosynthesis dataset with 1.9M reactions from patents (1976-2016). The task is: Predict the reactants needed to synthesize the given product. (1) Given the product [I:9][C:7]1[CH:6]=[CH:5][N:4]=[C:3]([CH2:2][N:10]2[CH2:15][CH2:14][O:13][CH2:12][CH2:11]2)[CH:8]=1, predict the reactants needed to synthesize it. The reactants are: Br[CH2:2][C:3]1[CH:8]=[C:7]([I:9])[CH:6]=[CH:5][N:4]=1.[NH:10]1[CH2:15][CH2:14][O:13][CH2:12][CH2:11]1. (2) Given the product [CH2:18]([C@H:25]1[CH2:29][N:28]([C:15](=[O:17])[CH2:14][NH:13][CH2:12][C:4]2[N:3]([CH3:2])[C:11]3[C:6]([CH:5]=2)=[CH:7][CH:8]=[CH:9][CH:10]=3)[C@H:27]([C:30]([NH:32][C:33]2[CH:38]=[CH:37][C:36]([O:39][C:40]3[CH:41]=[CH:42][C:43]([F:46])=[CH:44][CH:45]=3)=[CH:35][CH:34]=2)=[O:31])[CH2:26]1)[C:19]1[CH:20]=[CH:21][CH:22]=[CH:23][CH:24]=1, predict the reactants needed to synthesize it. The reactants are: Cl.[CH3:2][N:3]1[C:11]2[C:6](=[CH:7][CH:8]=[CH:9][CH:10]=2)[CH:5]=[C:4]1[CH2:12][NH:13][CH2:14][C:15]([OH:17])=O.[CH2:18]([C@H:25]1[CH2:29][NH:28][C@H:27]([C:30]([NH:32][C:33]2[CH:38]=[CH:37][C:36]([O:39][C:40]3[CH:45]=[CH:44][C:43]([F:46])=[CH:42][CH:41]=3)=[CH:35][CH:34]=2)=[O:31])[CH2:26]1)[C:19]1[CH:24]=[CH:23][CH:22]=[CH:21][CH:20]=1. (3) Given the product [CH2:1]([O:5][CH2:6][CH2:7][O:8][C:9]1[CH:10]=[CH:11][C:12]([C:15]2[CH:20]=[CH:19][C:18]([N:21]3[CH2:26][CH2:25][CH:24]([CH3:27])[CH2:23][CH2:22]3)=[C:17](/[CH:28]=[C:29](\[CH3:33])/[C:30]([NH:60][C:59]3[CH:58]=[CH:57][C:56]([S@:54]([CH2:53][C:52]4[N:48]([CH2:45][CH2:46][CH3:47])[CH:49]=[N:50][CH:51]=4)=[O:55])=[CH:62][CH:61]=3)=[O:31])[CH:16]=2)=[CH:13][CH:14]=1)[CH2:2][CH2:3][CH3:4], predict the reactants needed to synthesize it. The reactants are: [CH2:1]([O:5][CH2:6][CH2:7][O:8][C:9]1[CH:14]=[CH:13][C:12]([C:15]2[CH:20]=[CH:19][C:18]([N:21]3[CH2:26][CH2:25][CH:24]([CH3:27])[CH2:23][CH2:22]3)=[C:17](/[CH:28]=[C:29](\[CH3:33])/[C:30](O)=[O:31])[CH:16]=2)=[CH:11][CH:10]=1)[CH2:2][CH2:3][CH3:4].C(Cl)(=O)C(Cl)=O.CN(C=O)C.[CH2:45]([N:48]1[C:52]([CH2:53][S@@:54]([C:56]2[CH:62]=[CH:61][C:59]([NH2:60])=[CH:58][CH:57]=2)=[O:55])=[CH:51][N:50]=[CH:49]1)[CH2:46][CH3:47]. (4) Given the product [CH2:1]([N:3]1[CH2:15][CH2:14][C:6]2[N:7]([CH2:22][CH:21]([C:20]3[CH:24]=[CH:25][C:17]([CH3:16])=[CH:18][CH:19]=3)[OH:23])[C:8]3[CH:9]=[CH:10][CH:11]=[CH:12][C:13]=3[C:5]=2[CH2:4]1)[CH3:2], predict the reactants needed to synthesize it. The reactants are: [CH2:1]([N:3]1[CH2:15][CH2:14][C:6]2[NH:7][C:8]3[CH:9]=[CH:10][CH:11]=[CH:12][C:13]=3[C:5]=2[CH2:4]1)[CH3:2].[CH3:16][C:17]1[CH:25]=[CH:24][C:20]([CH:21]2[O:23][CH2:22]2)=[CH:19][CH:18]=1.[H-].[Na+].FC(F)(F)C([O-])=O. (5) Given the product [CH2:17]([N:16]([CH2:21][CH2:22][CH2:23][CH3:24])[C:14]([C:10]1[CH:11]=[C:12]([CH3:13])[N:8]([C:5]2[CH:6]=[CH:7][C:2]([NH:1][C:53](=[O:54])[O:52][CH2:45][C:46]3[CH:51]=[CH:50][CH:49]=[CH:48][CH:47]=3)=[CH:3][C:4]=2[C:25]([N:27]2[C@H:36]([CH2:37][OH:38])[CH2:35][C:34]3[C:29](=[CH:30][CH:31]=[CH:32][CH:33]=3)[CH2:28]2)=[O:26])[N:9]=1)=[O:15])[CH2:18][CH2:19][CH3:20], predict the reactants needed to synthesize it. The reactants are: [NH2:1][C:2]1[CH:7]=[CH:6][C:5]([N:8]2[C:12]([CH3:13])=[CH:11][C:10]([C:14]([N:16]([CH2:21][CH2:22][CH2:23][CH3:24])[CH2:17][CH2:18][CH2:19][CH3:20])=[O:15])=[N:9]2)=[C:4]([C:25]([N:27]2[C@H:36]([CH2:37][OH:38])[CH2:35][C:34]3[C:29](=[CH:30][CH:31]=[CH:32][CH:33]=3)[CH2:28]2)=[O:26])[CH:3]=1.C([O-])([O-])=O.[K+].[K+].[CH2:45]([O:52][C:53](Cl)=[O:54])[C:46]1[CH:51]=[CH:50][CH:49]=[CH:48][CH:47]=1. (6) Given the product [C:45]([NH:48][C:49]1[CH:57]=[C:56]2[C:52]([CH:53]=[C:54]([C:58]([NH:25][CH2:26][C:27]3[CH:32]=[CH:31][C:30]([Cl:33])=[C:29]([O:34][C:35]4[CH:36]=[C:37]([C:38]#[N:39])[CH:40]=[C:41]([Cl:43])[CH:42]=4)[C:28]=3[F:44])=[O:59])[NH:55]2)=[CH:51][CH:50]=1)(=[O:47])[CH3:46], predict the reactants needed to synthesize it. The reactants are: CN(C(ON1N=NC2C=CC=NC1=2)=[N+](C)C)C.F[P-](F)(F)(F)(F)F.[NH2:25][CH2:26][C:27]1[C:28]([F:44])=[C:29]([O:34][C:35]2[CH:36]=[C:37]([CH:40]=[C:41]([Cl:43])[CH:42]=2)[C:38]#[N:39])[C:30]([Cl:33])=[CH:31][CH:32]=1.[C:45]([NH:48][C:49]1[CH:57]=[C:56]2[C:52]([CH:53]=[C:54]([C:58](O)=[O:59])[NH:55]2)=[CH:51][CH:50]=1)(=[O:47])[CH3:46].CCN(C(C)C)C(C)C. (7) The reactants are: [Cl:1][C:2]1[CH:7]=[CH:6][C:5]([S:8]([NH:11][CH:12]([C:14]2[N:18]([CH2:19][CH3:20])[C:17]3[CH:21]=[C:22]([C:25](OCC)=[O:26])[CH:23]=[CH:24][C:16]=3[N:15]=2)[CH3:13])(=[O:10])=[O:9])=[CH:4][CH:3]=1.CC(C[AlH]CC(C)C)C. Given the product [Cl:1][C:2]1[CH:7]=[CH:6][C:5]([S:8]([NH:11][CH:12]([C:14]2[N:18]([CH2:19][CH3:20])[C:17]3[CH:21]=[C:22]([CH2:25][OH:26])[CH:23]=[CH:24][C:16]=3[N:15]=2)[CH3:13])(=[O:9])=[O:10])=[CH:4][CH:3]=1, predict the reactants needed to synthesize it.